Dataset: Full USPTO retrosynthesis dataset with 1.9M reactions from patents (1976-2016). Task: Predict the reactants needed to synthesize the given product. (1) Given the product [C:1]([C:3]1[CH:8]=[CH:7][C:6]([N:9]2[CH2:18][CH2:17][C:16]3[C:15]([NH:19][C:20]4[O:21][CH:22]=[C:23]([C:25]([OH:27])=[O:26])[N:24]=4)=[N:14][CH:13]=[N:12][C:11]=3[CH2:10]2)=[CH:5][C:4]=1[C:30]([F:33])([F:31])[F:32])#[N:2], predict the reactants needed to synthesize it. The reactants are: [C:1]([C:3]1[CH:8]=[CH:7][C:6]([N:9]2[CH2:18][CH2:17][C:16]3[C:15]([NH:19][C:20]4[O:21][CH:22]=[C:23]([C:25]([O:27]CC)=[O:26])[N:24]=4)=[N:14][CH:13]=[N:12][C:11]=3[CH2:10]2)=[CH:5][C:4]=1[C:30]([F:33])([F:32])[F:31])#[N:2].[OH-].[Na+]. (2) Given the product [C:1]([O:5][C:6]([NH:8][CH2:9][C:10]1[N:11]([CH2:34][CH:35]([CH3:37])[CH3:36])[C:12](=[O:33])[C:13]2[C:18]([C:19]=1[C:20]1[CH:21]=[CH:22][CH:23]=[CH:24][CH:25]=1)=[CH:17][C:16](/[CH:26]=[CH:27]/[C:28]([OH:30])=[O:29])=[CH:15][CH:14]=2)=[O:7])([CH3:4])([CH3:3])[CH3:2], predict the reactants needed to synthesize it. The reactants are: [C:1]([O:5][C:6]([NH:8][CH2:9][C:10]1[N:11]([CH2:34][CH:35]([CH3:37])[CH3:36])[C:12](=[O:33])[C:13]2[C:18]([C:19]=1[C:20]1[CH:25]=[CH:24][CH:23]=[CH:22][CH:21]=1)=[CH:17][C:16](/[CH:26]=[CH:27]/[C:28]([O:30]CC)=[O:29])=[CH:15][CH:14]=2)=[O:7])([CH3:4])([CH3:3])[CH3:2].[OH-].[Na+].O.Cl. (3) Given the product [C:26]1([S:25][C:22]2[CH:23]=[CH:24][C:19]([CH2:18][CH2:17][O:16][C:13]3[CH:12]=[CH:11][C:10]([CH2:9][CH:6]([CH2:7][CH3:8])[C:5]([OH:32])=[O:4])=[CH:15][CH:14]=3)=[CH:20][CH:21]=2)[CH:31]=[CH:30][CH:29]=[CH:28][CH:27]=1, predict the reactants needed to synthesize it. The reactants are: [OH-].[Na+].C[O:4][C:5](=[O:32])[CH:6]([CH2:9][C:10]1[CH:15]=[CH:14][C:13]([O:16][CH2:17][CH2:18][C:19]2[CH:24]=[CH:23][C:22]([S:25][C:26]3[CH:31]=[CH:30][CH:29]=[CH:28][CH:27]=3)=[CH:21][CH:20]=2)=[CH:12][CH:11]=1)[CH2:7][CH3:8].[OH-].[Li+].Cl. (4) Given the product [CH3:21][C:22]1[S:26][C:25]([NH:27][C:15]([C:14]2[CH:13]=[C:12]([C@@H:10]3[CH2:11][C@H:9]3[NH:8][C:6](=[O:7])[O:5][C:1]([CH3:2])([CH3:3])[CH3:4])[CH:20]=[CH:19][CH:18]=2)=[O:17])=[N:24][N:23]=1, predict the reactants needed to synthesize it. The reactants are: [C:1]([O:5][C:6]([NH:8][C@@H:9]1[CH2:11][C@H:10]1[C:12]1[CH:13]=[C:14]([CH:18]=[CH:19][CH:20]=1)[C:15]([OH:17])=O)=[O:7])([CH3:4])([CH3:3])[CH3:2].[CH3:21][C:22]1[S:26][C:25]([NH2:27])=[N:24][N:23]=1.C(N(CC)CC)C.F[P-](F)(F)(F)(F)F.N1(OC(N(C)C)=[N+](C)C)C2N=CC=CC=2N=N1. (5) Given the product [CH3:4][C:2]([C:5]1[C:10]([C:11]2[CH:16]=[C:15]([O:17][CH3:18])[CH:14]=[CH:13][C:12]=2[F:19])=[CH:9][C:8]([CH2:20][O:21][C:22]2[CH:23]=[CH:24][C:25]([C@@H:28](/[CH:35]=[CH:36]/[CH3:37])[CH2:29][C:30]([OH:32])=[O:31])=[CH:26][CH:27]=2)=[CH:7][CH:6]=1)([CH3:1])[CH3:3], predict the reactants needed to synthesize it. The reactants are: [CH3:1][C:2]([C:5]1[C:10]([C:11]2[CH:16]=[C:15]([O:17][CH3:18])[CH:14]=[CH:13][C:12]=2[F:19])=[CH:9][C:8]([CH2:20][O:21][C:22]2[CH:27]=[CH:26][C:25]([C@@H:28](/[CH:35]=[CH:36]/[CH3:37])[CH2:29][C:30]([O:32]CC)=[O:31])=[CH:24][CH:23]=2)=[CH:7][CH:6]=1)([CH3:4])[CH3:3].[OH-].[Li+]. (6) Given the product [Cl:21][C:22]1[CH:23]=[C:24]([N:39]2[CH:43]=[N:42][C:41]([C:44]([N:59]([OH:60])[CH2:58][C:57]3[CH:56]=[CH:55][C:54]([O:47][C:48]4[CH:53]=[CH:52][CH:51]=[CH:50][CH:49]=4)=[CH:62][CH:61]=3)=[O:46])=[N:40]2)[CH:25]=[C:26]([Cl:38])[C:27]=1[O:28][CH2:29][C:30]1[CH:31]=[CH:32][C:33]([O:36][CH3:37])=[CH:34][CH:35]=1, predict the reactants needed to synthesize it. The reactants are: Cl.CN(C)CCCN=C=NCC.OC1C=CC=C[N+]=1[O-].[Cl:21][C:22]1[CH:23]=[C:24]([N:39]2[CH:43]=[N:42][C:41]([C:44]([OH:46])=O)=[N:40]2)[CH:25]=[C:26]([Cl:38])[C:27]=1[O:28][CH2:29][C:30]1[CH:35]=[CH:34][C:33]([O:36][CH3:37])=[CH:32][CH:31]=1.[O:47]([C:54]1[CH:62]=[CH:61][C:57]([CH2:58][NH:59][OH:60])=[CH:56][CH:55]=1)[C:48]1[CH:53]=[CH:52][CH:51]=[CH:50][CH:49]=1. (7) The reactants are: F[C:2](F)(F)[C:3](O)=O.[CH:8]1[C:16]2[C:15]3[CH:17]=[CH:18][CH:19]=[CH:20][C:14]=3[O:13][C:12]=2[C:11]([C:21]2[N:26]=[C:25](NC3C=CC=C(N)C=3)[N:24]=[CH:23][CH:22]=2)=[CH:10][CH:9]=1.Cl.[CH3:36][N:37]([CH3:47])[C:38]1[CH:39]=[C:40]([CH:44]=[CH:45][CH:46]=1)[C:41](Cl)=[O:42]. Given the product [CH:8]1[C:16]2[C:15]3[CH:17]=[CH:18][CH:19]=[CH:20][C:14]=3[O:13][C:12]=2[C:11]([C:21]2[N:26]=[CH:25][N:24]=[C:23]([NH:24][C:23]3[CH:22]=[C:21]([NH:26][C:41](=[O:42])[C:40]4[CH:44]=[CH:45][CH:46]=[C:38]([N:37]([CH3:47])[CH3:36])[CH:39]=4)[CH:11]=[CH:2][CH:3]=3)[CH:22]=2)=[CH:10][CH:9]=1, predict the reactants needed to synthesize it. (8) Given the product [CH2:1]([O:3][C:4](=[O:20])/[CH:5]=[C:6](/[O:8][C:9]1[CH:14]=[CH:13][CH:12]=[C:11]([O:15][C:16]([F:18])([F:19])[F:17])[CH:10]=1)\[CH2:7][Br:21])[CH3:2], predict the reactants needed to synthesize it. The reactants are: [CH2:1]([O:3][C:4](=[O:20])/[CH:5]=[C:6](/[O:8][C:9]1[CH:14]=[CH:13][CH:12]=[C:11]([O:15][C:16]([F:19])([F:18])[F:17])[CH:10]=1)\[CH3:7])[CH3:2].[Br:21]N1C(=O)CCC1=O.C(OOC(=O)C1C=CC=CC=1)(=O)C1C=CC=CC=1.O. (9) Given the product [C:22]([N:15]1[C:16]2[CH:21]=[CH:20][CH:19]=[CH:18][C:17]=2[C:11]([C:3]2[CH:2]=[N:1][C:10]3[C:5]([CH:4]=2)=[CH:6][CH:7]=[CH:8][CH:9]=3)=[N:12][CH2:13][CH2:14]1)(=[O:24])[CH3:23], predict the reactants needed to synthesize it. The reactants are: [N:1]1[C:10]2[C:5](=[CH:6][CH:7]=[CH:8][CH:9]=2)[CH:4]=[C:3]([C:11]2[C:17]3[CH:18]=[CH:19][CH:20]=[CH:21][C:16]=3[NH:15][CH2:14][CH2:13][N:12]=2)[CH:2]=1.[C:22](OC(=O)C)(=[O:24])[CH3:23].N1C=CC=CC=1.C(OCC)(=O)C.